Dataset: Reaction yield outcomes from USPTO patents with 853,638 reactions. Task: Predict the reaction yield, written as a fraction of the theoretical maximum amount of product (1.0 means a 100% yield; for example, 0.34 means a 34% yield). (1) The reactants are [I:1][C:2]1[C:11]([CH3:12])=[CH:10][CH:9]=[C:8]2[C:3]=1[CH:4]=[N:5][NH:6][C:7]2=O.P(Cl)(Cl)([Cl:16])=O. The catalyst is CCOC(C)=O. The product is [Cl:16][C:7]1[C:8]2[C:3](=[C:2]([I:1])[C:11]([CH3:12])=[CH:10][CH:9]=2)[CH:4]=[N:5][N:6]=1. The yield is 0.619. (2) The reactants are [N:1]1([C:7]2[CH:8]=[CH:9][C:10]3[N:11]([C:13]([C:16]([F:19])([F:18])[F:17])=[N:14][N:15]=3)[N:12]=2)[CH2:6][CH2:5]N[CH2:3][CH2:2]1.[NH:20]1[C:24]2=[CH:25][N:26]=[CH:27][CH:28]=[C:23]2[C:22]([CH:29]=O)=[CH:21]1. No catalyst specified. The product is [NH:20]1[C:24]2=[CH:25][N:26]=[CH:27][CH:28]=[C:23]2[C:22]([CH:29]2[CH2:3][CH2:2][N:1]([C:7]3[CH:8]=[CH:9][C:10]4[N:11]([C:13]([C:16]([F:17])([F:18])[F:19])=[N:14][N:15]=4)[N:12]=3)[CH2:6][CH2:5]2)=[CH:21]1. The yield is 0.680. (3) The reactants are [OH2:1].C[N+]1([O-])[CH2:8][CH2:7][O:6][CH2:5][CH2:4]1.[C:10]([NH:20][CH2:21][CH2:22][CH2:23][CH2:24][C:25]1[CH:30]=[CH:29][C:28](OCC=C)=CC=1)([O:12][CH2:13][C:14]1[CH:19]=[CH:18][CH:17]=[CH:16][CH:15]=1)=[O:11].OS([O-])=O.[Na+].[C:40]([OH:44])(C)(C)C. The product is [C:10]([NH:20][CH2:21][CH2:22][CH2:23][CH2:24][C:25]1[CH:30]=[CH:29][CH:28]=[CH:8][C:7]=1[O:6][CH2:5][CH:4]([OH:1])[CH2:40][OH:44])([O:12][CH2:13][C:14]1[CH:15]=[CH:16][CH:17]=[CH:18][CH:19]=1)=[O:11]. The catalyst is CC(C)=O.O.[Os](=O)(=O)(=O)=O. The yield is 0.620.